From a dataset of Full USPTO retrosynthesis dataset with 1.9M reactions from patents (1976-2016). Predict the reactants needed to synthesize the given product. (1) Given the product [Br:23][C:20]1[C:19]2[C:14](=[CH:15][C:16]([F:25])=[CH:17][C:18]=2[F:24])[N:13]=[C:12]([N:31]2[CH2:32][C:27]([CH3:34])([CH3:26])[CH2:28][CH2:29][C:30]2=[O:33])[C:21]=1[CH3:22], predict the reactants needed to synthesize it. The reactants are: CN[C@@H]1CCCC[C@H]1NC.Br[C:12]1[C:21]([CH3:22])=[C:20]([Br:23])[C:19]2[C:14](=[CH:15][C:16]([F:25])=[CH:17][C:18]=2[F:24])[N:13]=1.[CH3:26][C:27]1([CH3:34])[CH2:32][NH:31][C:30](=[O:33])[CH2:29][CH2:28]1.C(=O)([O-])[O-].[K+].[K+]. (2) The reactants are: [Cl:1][C:2]1[CH:7]=[CH:6][C:5]([C:8]2[CH:9]=[C:10]3[C:16]([C:17]([C:19]4[C:20]([F:33])=[C:21]([NH:26][S:27]([CH2:30][CH2:31][CH3:32])(=[O:29])=[O:28])[CH:22]=[CH:23][C:24]=4[F:25])=[O:18])=[CH:15][NH:14][C:11]3=[N:12][CH:13]=2)=[CH:4][CH:3]=1.[C:34]([NH:41][C@@H:42]([CH:46]([CH3:48])[CH3:47])[C:43](O)=[O:44])([O:36][C:37]([CH3:40])([CH3:39])[CH3:38])=[O:35].CCN=C=NCCCN(C)C. Given the product [Cl:1][C:2]1[CH:7]=[CH:6][C:5]([C:8]2[CH:9]=[C:10]3[C:16]([C:17]([C:19]4[C:20]([F:33])=[C:21]([N:26]([C:43](=[O:44])[C@@H:42]([NH:41][C:34](=[O:35])[O:36][C:37]([CH3:40])([CH3:39])[CH3:38])[CH:46]([CH3:48])[CH3:47])[S:27]([CH2:30][CH2:31][CH3:32])(=[O:28])=[O:29])[CH:22]=[CH:23][C:24]=4[F:25])=[O:18])=[CH:15][NH:14][C:11]3=[N:12][CH:13]=2)=[CH:4][CH:3]=1, predict the reactants needed to synthesize it. (3) Given the product [ClH:3].[C:37]([N:40]1[CH2:41][CH2:42][CH:43]([C:46]([N:28]2[CH2:29][CH2:30][C@H:25]([NH:24][CH2:23][C:14]3[CH:13]=[C:12]([C:5]4[CH:6]=[CH:7][C:8]([C:10]#[N:11])=[CH:9][C:4]=4[Cl:3])[CH:17]=[CH:16][C:15]=3[O:18][C:19]([F:21])([F:22])[F:20])[C@H:26]([C:31]3[CH:32]=[CH:33][CH:34]=[CH:35][CH:36]=3)[CH2:27]2)=[O:47])[CH2:44][CH2:45]1)(=[O:39])[CH3:38], predict the reactants needed to synthesize it. The reactants are: Cl.Cl.[Cl:3][C:4]1[CH:9]=[C:8]([C:10]#[N:11])[CH:7]=[CH:6][C:5]=1[C:12]1[CH:17]=[CH:16][C:15]([O:18][C:19]([F:22])([F:21])[F:20])=[C:14]([CH2:23][NH:24][C@H:25]2[CH2:30][CH2:29][NH:28][CH2:27][C@H:26]2[C:31]2[CH:36]=[CH:35][CH:34]=[CH:33][CH:32]=2)[CH:13]=1.[C:37]([N:40]1[CH2:45][CH2:44][CH:43]([C:46](O)=[O:47])[CH2:42][CH2:41]1)(=[O:39])[CH3:38].Cl.C(OCC)(=O)C. (4) The reactants are: [C:1]([O:5][C:6](=[O:14])[NH:7][C:8]1[S:9][CH2:10][C:11](=[O:13])[N:12]=1)([CH3:4])([CH3:3])[CH3:2].N1C(C)=CC=CC=1C.[F:23][C:24]([F:37])([F:36])[S:25](O[S:25]([C:24]([F:37])([F:36])[F:23])(=[O:27])=[O:26])(=[O:27])=[O:26]. Given the product [C:1]([O:5][C:6]([NH:7][C:8]1[S:9][CH:10]=[C:11]([O:13][S:25]([C:24]([F:37])([F:36])[F:23])(=[O:27])=[O:26])[N:12]=1)=[O:14])([CH3:4])([CH3:2])[CH3:3], predict the reactants needed to synthesize it. (5) Given the product [CH2:46]([S:45][CH2:44][C:35]1[C:34]2[C:39](=[CH:40][CH:41]=[C:32]([C:26]3[CH:73]=[CH:74][S:75][CH:27]=3)[CH:33]=2)[NH:38][C:37]([CH3:43])([CH3:42])[CH:36]=1)[CH:47]=[CH2:48], predict the reactants needed to synthesize it. The reactants are: CC1(C)C=C(C)C2C(=CC=C(OS(C(F)(F)F)(=O)=O)C=2)N1.COC1C=[C:26]([C:32]2[CH:33]=[C:34]3[C:39](=[CH:40][CH:41]=2)[NH:38][C:37]([CH3:43])([CH3:42])[CH:36]=[C:35]3[CH2:44][S:45][CH2:46][CH2:47][C:48]2C=CC=CC=2)[CH:27]=CC=1OC.COC1C=C(B(O)O)C=CC=1OC.C1([CH2:73][CH2:74][SH:75])C=CC=CC=1.